This data is from NCI-60 drug combinations with 297,098 pairs across 59 cell lines. The task is: Regression. Given two drug SMILES strings and cell line genomic features, predict the synergy score measuring deviation from expected non-interaction effect. (1) Drug 1: C1=CC(=CC=C1CC(C(=O)O)N)N(CCCl)CCCl.Cl. Drug 2: C1=NC2=C(N1)C(=S)N=C(N2)N. Cell line: DU-145. Synergy scores: CSS=26.2, Synergy_ZIP=-3.18, Synergy_Bliss=-4.92, Synergy_Loewe=-7.37, Synergy_HSA=-2.96. (2) Drug 1: C1=NC2=C(N=C(N=C2N1C3C(C(C(O3)CO)O)O)F)N. Drug 2: B(C(CC(C)C)NC(=O)C(CC1=CC=CC=C1)NC(=O)C2=NC=CN=C2)(O)O. Cell line: K-562. Synergy scores: CSS=52.6, Synergy_ZIP=-7.82, Synergy_Bliss=-10.3, Synergy_Loewe=-39.1, Synergy_HSA=-12.9.